This data is from Reaction yield outcomes from USPTO patents with 853,638 reactions. The task is: Predict the reaction yield, written as a fraction of the theoretical maximum amount of product (1.0 means a 100% yield; for example, 0.34 means a 34% yield). (1) The reactants are [N+:1]([C:4]1[CH:14]=[CH:13][C:7]([O:8][CH2:9][C:10]([OH:12])=O)=[CH:6][CH:5]=1)([O-:3])=[O:2].Cl.C([N:18](CC)[CH2:19][CH3:20])C.CC[N:25]=C=NCCCN(C)C.Cl.C(N(C(C)C)CC)(C)C. The catalyst is C1COCC1.O. The product is [N+:1]([C:4]1[CH:5]=[CH:6][C:7]([O:8][CH2:9][C:10]2[O:12][N:25]=[C:19]([CH3:20])[N:18]=2)=[CH:13][CH:14]=1)([O-:3])=[O:2]. The yield is 0.600. (2) The reactants are [C:1]([Si:5]([O:8][CH2:9][C:10]1[CH:15]=[CH:14][C:13](/[CH:16]=[CH:17]/I)=[CH:12][CH:11]=1)([CH3:7])[CH3:6])([CH3:4])([CH3:3])[CH3:2].COC(=O)[C@@H](N[C:33](=[O:57])[C:34]1[CH:39]=[CH:38][C:37]([C:40]#[C:41]/C=C/C2C=CC(CN3CCOCC3)=CC=2)=[CH:36][CH:35]=1)CNC(=O)CNC1CC1.CCN(CC)CC.C1C[O:69][CH2:68]C1. The catalyst is CCOC(C)=O.Cl[Pd](Cl)([P](C1C=CC=CC=1)(C1C=CC=CC=1)C1C=CC=CC=1)[P](C1C=CC=CC=1)(C1C=CC=CC=1)C1C=CC=CC=1.[Cu]I. The product is [CH3:68][O:69][C:33](=[O:57])[C:34]1[CH:35]=[CH:36][C:37]([C:40]#[C:41]/[CH:17]=[CH:16]/[C:13]2[CH:14]=[CH:15][C:10]([CH2:9][O:8][Si:5]([C:1]([CH3:4])([CH3:3])[CH3:2])([CH3:7])[CH3:6])=[CH:11][CH:12]=2)=[CH:38][CH:39]=1. The yield is 0.570. (3) The reactants are [Br-].[CH2:2]([C:4]1([O:9][C:10](=[O:34])[CH2:11][O:12][C:13]2[C:18]([CH3:19])=[CH:17][C:16]([S+:20]3[C:24]4[CH:25]=[CH:26][CH:27]=[CH:28][C:23]=4[C:22]4[CH:29]=[CH:30][CH:31]=[CH:32][C:21]3=4)=[CH:15][C:14]=2[CH3:33])[CH2:8][CH2:7][CH2:6][CH2:5]1)[CH3:3].[F:35][C:36]([F:48])([S:44]([O-:47])(=[O:46])=[O:45])[CH2:37][O:38][C:39](=[O:43])[C:40]([CH3:42])=[CH2:41].C([NH+](CC)CC)C.O. The catalyst is ClCCl. The product is [F:48][C:36]([F:35])([S:44]([O-:47])(=[O:46])=[O:45])[CH2:37][O:38][C:39](=[O:43])[C:40]([CH3:42])=[CH2:41].[CH2:2]([C:4]1([O:9][C:10](=[O:34])[CH2:11][O:12][C:13]2[C:14]([CH3:33])=[CH:15][C:16]([S+:20]3[C:21]4[CH:32]=[CH:31][CH:30]=[CH:29][C:22]=4[C:23]4[CH:28]=[CH:27][CH:26]=[CH:25][C:24]3=4)=[CH:17][C:18]=2[CH3:19])[CH2:8][CH2:7][CH2:6][CH2:5]1)[CH3:3]. The yield is 0.930. (4) The reactants are [B:10]1([B:10]2[O:14][C:13]([CH3:16])([CH3:15])[C:12]([CH3:18])([CH3:17])[O:11]2)[O:14][C:13]([CH3:16])([CH3:15])[C:12]([CH3:18])([CH3:17])[O:11]1.C([O-])(=O)C.[K+].[CH:24]1([C:27]2[C:28]([N:47]([C:52]3[CH:57]=[CH:56][C:55](I)=[C:54]([CH3:59])[CH:53]=3)[S:48]([CH3:51])(=[O:50])=[O:49])=[CH:29][C:30]3[O:34][C:33]([C:35]4[CH:40]=[CH:39][C:38]([F:41])=[CH:37][CH:36]=4)=[C:32]([C:42]([NH:44][CH3:45])=[O:43])[C:31]=3[CH:46]=2)[CH2:26][CH2:25]1.O1CCOCC1. The catalyst is O. The product is [CH:24]1([C:27]2[C:28]([N:47]([C:52]3[CH:57]=[CH:56][C:55]([B:10]4[O:11][C:12]([CH3:17])([CH3:18])[C:13]([CH3:15])([CH3:16])[O:14]4)=[C:54]([CH3:59])[CH:53]=3)[S:48]([CH3:51])(=[O:50])=[O:49])=[CH:29][C:30]3[O:34][C:33]([C:35]4[CH:36]=[CH:37][C:38]([F:41])=[CH:39][CH:40]=4)=[C:32]([C:42]([NH:44][CH3:45])=[O:43])[C:31]=3[CH:46]=2)[CH2:26][CH2:25]1. The yield is 0.0500. (5) The reactants are [H-].[Na+].[CH:3]([C:5]1[CH:6]=[CH:7][CH:8]=[C:9]2[C:13]=1[NH:12][CH:11]=[CH:10]2)=[CH2:4].Br[CH2:15][CH2:16][CH2:17][CH:18]=[CH2:19].O. The catalyst is CN(C)C=O.C(OCC)(=O)C. The product is [CH2:19]([N:12]1[C:13]2[C:9](=[CH:8][CH:7]=[CH:6][C:5]=2[CH:3]=[CH2:4])[CH:10]=[CH:11]1)[CH2:18][CH2:17][CH:16]=[CH2:15]. The yield is 0.730.